This data is from NCI-60 drug combinations with 297,098 pairs across 59 cell lines. The task is: Regression. Given two drug SMILES strings and cell line genomic features, predict the synergy score measuring deviation from expected non-interaction effect. Drug 1: CCCS(=O)(=O)NC1=C(C(=C(C=C1)F)C(=O)C2=CNC3=C2C=C(C=N3)C4=CC=C(C=C4)Cl)F. Drug 2: C1CN(P(=O)(OC1)NCCCl)CCCl. Cell line: SK-MEL-2. Synergy scores: CSS=4.88, Synergy_ZIP=1.19, Synergy_Bliss=2.46, Synergy_Loewe=-2.43, Synergy_HSA=-1.51.